Dataset: Full USPTO retrosynthesis dataset with 1.9M reactions from patents (1976-2016). Task: Predict the reactants needed to synthesize the given product. (1) Given the product [ClH:28].[CH:1]1([C:4]2([C:17]([O:19][CH2:20][CH3:21])=[O:18])[CH2:9][CH2:8][NH:7][CH2:6][CH2:5]2)[CH2:2][CH2:3]1, predict the reactants needed to synthesize it. The reactants are: [CH:1]1([C:4]2([C:17]([O:19][CH2:20][CH3:21])=[O:18])[CH2:9][CH2:8][N:7](C(OC(C)(C)C)=O)[CH2:6][CH2:5]2)[CH2:3][CH2:2]1.O1CCOCC1.[ClH:28]. (2) Given the product [P:2]([O-:14])([O-:4])([O-:1])=[O:3].[Ca+2:9].[P:2]([O-:14])([O-:4])([O-:1])=[O:3].[Ca+2:9].[Ca+2:9], predict the reactants needed to synthesize it. The reactants are: [OH:1][PH2:2]=[O:3].[OH2:4].C([O-])(=O)C.[Ca+2:9].C([O-])(=O)C.[OH2:14].O.O.O.O.[N+]([O-])([O-])=O.[Ca+2].[N+]([O-])([O-])=O. (3) Given the product [O:1]1[C:9]2[C:4](=[N:5][CH:6]=[CH:7][CH:8]=2)[N:3]=[C:2]1[C:10]1[CH:11]=[C:12]([CH:16]=[CH:17][CH:18]=1)[C:13]([NH:24][C:23]1[CH:25]=[C:26]([O:30][CH3:31])[C:27]([O:28][CH3:29])=[C:21]([O:20][CH3:19])[CH:22]=1)=[O:15], predict the reactants needed to synthesize it. The reactants are: [O:1]1[C:9]2[C:4](=[N:5][CH:6]=[CH:7][CH:8]=2)[N:3]=[C:2]1[C:10]1[CH:11]=[C:12]([CH:16]=[CH:17][CH:18]=1)[C:13]([OH:15])=O.[CH3:19][O:20][C:21]1[CH:22]=[C:23]([CH:25]=[C:26]([O:30][CH3:31])[C:27]=1[O:28][CH3:29])[NH2:24].CN(C(ON1N=NC2C=CC=NC1=2)=[N+](C)C)C.F[P-](F)(F)(F)(F)F.CCN(C(C)C)C(C)C. (4) Given the product [Cl:18][C:19]1[CH:24]=[C:23]([F:25])[C:22]([F:26])=[CH:21][C:20]=1[C:27]1[CH:32]=[CH:31][CH:30]=[C:29]([NH:33][C:34]([C@@H:36]2[CH2:40][C@@H:39]([F:41])[CH2:38][N:37]2[C:14](=[O:16])[CH2:13][N:6]2[C:7]3[C:12](=[CH:11][CH:10]=[CH:9][CH:8]=3)[C:4]([C:1]([NH2:2])=[O:3])=[N:5]2)=[O:35])[C:28]=1[F:42], predict the reactants needed to synthesize it. The reactants are: [C:1]([C:4]1[C:12]2[C:7](=[CH:8][CH:9]=[CH:10][CH:11]=2)[N:6]([CH2:13][C:14]([OH:16])=O)[N:5]=1)(=[O:3])[NH2:2].Cl.[Cl:18][C:19]1[CH:24]=[C:23]([F:25])[C:22]([F:26])=[CH:21][C:20]=1[C:27]1[CH:32]=[CH:31][CH:30]=[C:29]([NH:33][C:34]([C@@H:36]2[CH2:40][C@@H:39]([F:41])[CH2:38][NH:37]2)=[O:35])[C:28]=1[F:42].CN(C(ON1N=NC2C=CC=NC1=2)=[N+](C)C)C.F[P-](F)(F)(F)(F)F.CCN(C(C)C)C(C)C. (5) Given the product [ClH:35].[CH:28]1([N:11]2[C:12]3[N:19]=[C:18]([N:20]4[CH2:25][CH2:24][N:23]([CH3:26])[CH2:22][CH2:21]4)[C:17]([F:27])=[CH:16][C:13]=3[C:14](=[O:15])[N:9]([OH:8])[C:10]2=[O:31])[CH2:29][CH2:30]1, predict the reactants needed to synthesize it. The reactants are: C([O:8][N:9]1[C:14](=[O:15])[C:13]2[CH:16]=[C:17]([F:27])[C:18]([N:20]3[CH2:25][CH2:24][N:23]([CH3:26])[CH2:22][CH2:21]3)=[N:19][C:12]=2[N:11]([CH:28]2[CH2:30][CH2:29]2)[C:10]1=[O:31])C1C=CC=CC=1.C([Cl:35])(=O)C. (6) Given the product [C:17]([C:21]1[CH:22]=[CH:23][C:24]([N:27]2[N:28]=[CH:13][C:5]3[C:4](=[C:9]([N+:10]([O-:12])=[O:11])[CH:8]=[CH:7][CH:6]=3)[C:3]2=[O:15])=[CH:25][CH:26]=1)([CH3:20])([CH3:18])[CH3:19], predict the reactants needed to synthesize it. The reactants are: CO[C:3](=[O:15])[C:4]1[C:9]([N+:10]([O-:12])=[O:11])=[CH:8][CH:7]=[CH:6][C:5]=1[CH:13]=O.Cl.[C:17]([C:21]1[CH:26]=[CH:25][C:24]([NH:27][NH2:28])=[CH:23][CH:22]=1)([CH3:20])([CH3:19])[CH3:18].CC(O)=O.O1CCOCC1. (7) Given the product [CH3:1][C:2]1[CH:7]=[C:6]([CH3:8])[CH:5]=[CH:4][C:3]=1[N:9]([CH2:24][CH:25]([CH3:27])[CH3:26])[S:10]([C:13]1[CH:18]=[CH:17][C:16]([CH2:19][C:20]([OH:22])=[O:21])=[CH:15][CH:14]=1)(=[O:12])=[O:11], predict the reactants needed to synthesize it. The reactants are: [CH3:1][C:2]1[CH:7]=[C:6]([CH3:8])[CH:5]=[CH:4][C:3]=1[N:9]([CH2:24][CH:25]([CH3:27])[CH3:26])[S:10]([C:13]1[CH:18]=[CH:17][C:16]([CH2:19][C:20]([O:22]C)=[O:21])=[CH:15][CH:14]=1)(=[O:12])=[O:11].[OH-].[Na+].Cl. (8) Given the product [SH:4][CH:5]([CH3:12])[CH:6]([CH3:11])[C:7]([O:9][CH3:10])=[O:8], predict the reactants needed to synthesize it. The reactants are: C([S:4][CH:5]([CH3:12])[CH:6]([CH3:11])[C:7]([O:9][CH3:10])=[O:8])(=O)C. (9) The reactants are: C([Li])CCC.[F:6][C:7]1[CH:12]=[CH:11][CH:10]=[C:9](I)[C:8]=1[CH3:14].[F:15][CH:16]([F:23])[C:17]1[CH:22]2[CH:20]([CH2:21]2)[O:19][N:18]=1.B(F)(F)F.CCOCC. Given the product [F:15][CH:16]([F:23])[C:17]1([C:9]2[CH:10]=[CH:11][CH:12]=[C:7]([F:6])[C:8]=2[CH3:14])[CH:22]2[CH:20]([CH2:21]2)[O:19][NH:18]1, predict the reactants needed to synthesize it.